This data is from Catalyst prediction with 721,799 reactions and 888 catalyst types from USPTO. The task is: Predict which catalyst facilitates the given reaction. (1) Reactant: [CH3:1][O:2][C:3]1[CH:28]=[CH:27][CH:26]=[CH:25][C:4]=1[C:5]([NH:7][NH:8][C:9](=[O:24])[CH2:10][C:11]1[CH:23]=[CH:22][C:14]([C:15]([O:17]C(C)(C)C)=[O:16])=[CH:13][CH:12]=1)=O.CC[N+](S(N=C(OC)[O-])(=O)=O)(CC)CC. Product: [CH3:1][O:2][C:3]1[CH:28]=[CH:27][CH:26]=[CH:25][C:4]=1[C:5]1[O:24][C:9]([CH2:10][C:11]2[CH:23]=[CH:22][C:14]([C:15]([OH:17])=[O:16])=[CH:13][CH:12]=2)=[N:8][N:7]=1. The catalyst class is: 1. (2) The catalyst class is: 299. Reactant: Br[C:2]1[C:3](=[O:14])[N:4]([CH:9]([CH2:12][CH3:13])[CH2:10][CH3:11])[CH:5]=[C:6]([Br:8])[N:7]=1.[CH3:15][S-:16].[Na+]. Product: [Br:8][C:6]1[N:7]=[C:2]([S:16][CH3:15])[C:3](=[O:14])[N:4]([CH:9]([CH2:12][CH3:13])[CH2:10][CH3:11])[CH:5]=1. (3) Reactant: [CH3:1][O:2][C:3]1[CH:4]=[C:5]([C:12]2[CH:17]=[CH:16][C:15]([N:18]([CH3:40])[CH2:19][CH2:20][N:21]([C:23]3[CH:24]=[CH:25][C:26]([C:29]4[CH:34]=[C:33]([O:35][CH3:36])[C:32]([CH3:37])=[C:31]([O:38][CH3:39])[CH:30]=4)=[N:27][CH:28]=3)[CH3:22])=[CH:14][N:13]=2)[CH:6]=[C:7]([O:10][CH3:11])[C:8]=1[CH3:9].[CH3:41][S:42]([OH:45])(=[O:44])=[O:43]. Product: [CH3:41][S:42]([OH:45])(=[O:44])=[O:43].[CH3:41][S:42]([OH:45])(=[O:44])=[O:43].[CH3:36][O:35][C:33]1[CH:34]=[C:29]([C:26]2[CH:25]=[CH:24][C:23]([N:21]([CH3:22])[CH2:20][CH2:19][N:18]([C:15]3[CH:16]=[CH:17][C:12]([C:5]4[CH:4]=[C:3]([O:2][CH3:1])[C:8]([CH3:9])=[C:7]([O:10][CH3:11])[CH:6]=4)=[N:13][CH:14]=3)[CH3:40])=[CH:28][N:27]=2)[CH:30]=[C:31]([O:38][CH3:39])[C:32]=1[CH3:37]. The catalyst class is: 5. (4) Reactant: [F:1][CH:2]([F:19])[C:3]1[CH:12]=[C:11]2[C:6]([CH2:7][CH2:8][CH2:9][NH:10]2)=[CH:5][C:4]=1[C:13]1[CH:14]=[N:15][N:16]([CH3:18])[CH:17]=1.Br[C:21]1[C:25]2[CH2:26][N:27]([C:30](=[O:32])[CH3:31])[CH2:28][CH2:29][C:24]=2[N:23]([CH:33]2[CH2:38][CH2:37][O:36][CH2:35]C2)[N:22]=1.COC(C)(C)C.C1(P(C2CCCCC2)C2C=CC=CC=2C2C(OC(C)C)=CC=CC=2OC(C)C)CCCCC1.C(O[Na])(C)(C)C. Product: [F:19][CH:2]([F:1])[C:3]1[CH:12]=[C:11]2[C:6]([CH2:7][CH2:8][CH2:9][N:10]2[C:21]2[C:25]3[CH2:26][N:27]([C:30](=[O:32])[CH3:31])[CH2:28][CH2:29][C:24]=3[N:23]([CH:33]3[CH2:38][CH2:37][O:36][CH2:35]3)[N:22]=2)=[CH:5][C:4]=1[C:13]1[CH:14]=[N:15][N:16]([CH3:18])[CH:17]=1. The catalyst class is: 12. (5) Reactant: [NH2:1][C:2]1[C:3]([N:11]2[CH2:16][C@H:15]([CH3:17])[C@@H:14]([O:18][Si:19]([C:22]([CH3:25])([CH3:24])[CH3:23])([CH3:21])[CH3:20])[C@H:13]([NH:26][C:27](=[O:33])[O:28][C:29]([CH3:32])([CH3:31])[CH3:30])[CH2:12]2)=[C:4]2[CH2:10][CH2:9][O:8][C:5]2=[N:6][CH:7]=1.[F:34][C:35]1[CH:40]=[C:39]([O:41][CH:42]2[CH2:47][CH2:46][CH2:45][O:44][CH2:43]2)[CH:38]=[C:37]([F:48])[C:36]=1[C:49]1[N:54]=[C:53]([C:55](O)=[O:56])[CH:52]=[CH:51][C:50]=1[F:58].CN(C(ON1N=NC2C=CC=NC1=2)=[N+](C)C)C.F[P-](F)(F)(F)(F)F.CCN(C(C)C)C(C)C. Product: [NH2:26][C@H:13]1[C@H:14]([OH:18])[C@@H:15]([CH3:17])[CH2:16][N:11]([C:3]2[C:2]([NH:1][C:55]([C:53]3[CH:52]=[CH:51][C:50]([F:58])=[C:49]([C:36]4[C:35]([F:34])=[CH:40][C:39]([O:41][CH:42]5[CH2:47][CH2:46][CH2:45][O:44][CH2:43]5)=[CH:38][C:37]=4[F:48])[N:54]=3)=[O:56])=[CH:7][N:6]=[C:5]3[O:8][CH2:9][CH2:10][C:4]=23)[CH2:12]1.[Si:19]([O:18][C@@H:14]1[C@@H:15]([CH3:17])[CH2:16][N:11]([C:3]2[C:2]([NH:1][C:55]([C:53]3[CH:52]=[CH:51][C:50]([F:58])=[C:49]([C:36]4[C:35]([F:34])=[CH:40][C:39]([O:41][CH:42]5[CH2:47][CH2:46][CH2:45][O:44][CH2:43]5)=[CH:38][C:37]=4[F:48])[N:54]=3)=[O:56])=[CH:7][N:6]=[C:5]3[O:8][CH2:9][CH2:10][C:4]=23)[CH2:12][C@H:13]1[NH:26][C:27](=[O:33])[O:28][C:29]([CH3:32])([CH3:31])[CH3:30])([C:22]([CH3:23])([CH3:25])[CH3:24])([CH3:20])[CH3:21]. The catalyst class is: 3. (6) Reactant: [Br:1][C:2]1[CH:3]=[CH:4][CH:5]=[C:6]2[C:10]=1[NH:9][CH:8]=[C:7]2[CH2:11][CH2:12][CH2:13][OH:14].[Cl:15][C:16]1[C:21]([CH3:22])=[CH:20][C:19](O)=[CH:18][C:17]=1[CH3:24].C1(P(C2C=CC=CC=2)C2C=CC=CC=2)C=CC=CC=1.C(O)(C(F)(F)F)=O.C(Cl)Cl. Product: [Br:1][C:2]1[CH:3]=[CH:4][CH:5]=[C:6]2[C:10]=1[NH:9][CH:8]=[C:7]2[CH2:11][CH2:12][CH2:13][O:14][C:19]1[CH:20]=[C:21]([CH3:22])[C:16]([Cl:15])=[C:17]([CH3:24])[CH:18]=1. The catalyst class is: 1. (7) Reactant: [CH3:1][C:2]1([CH3:14])[C:10]2[C:5](=[CH:6][C:7]([N+:11]([O-:13])=[O:12])=[CH:8][CH:9]=2)[NH:4][CH2:3]1.[C:15]([N:22]1[CH2:27][CH2:26][CH:25]([CH:28]=O)[CH2:24][CH2:23]1)([O:17][C:18]([CH3:21])([CH3:20])[CH3:19])=[O:16].CC(O)=O.C([O-])(O)=O.[Na+]. Product: [N+:11]([C:7]1[CH:6]=[C:5]2[C:10]([C:2]([CH3:14])([CH3:1])[CH2:3][N:4]2[CH2:28][CH:25]2[CH2:26][CH2:27][N:22]([C:15]([O:17][C:18]([CH3:19])([CH3:21])[CH3:20])=[O:16])[CH2:23][CH2:24]2)=[CH:9][CH:8]=1)([O-:13])=[O:12]. The catalyst class is: 68. (8) Reactant: Cl[C:2]1[CH:7]=[CH:6][N:5]=[C:4]([NH2:8])[CH:3]=1.C([O-])([O-])=O.[K+].[K+].[NH:15]1[CH2:20][CH2:19][O:18][CH2:17][CH2:16]1. Product: [O:18]1[CH2:19][CH2:20][N:15]([C:6]2[N:5]=[C:4]([NH2:8])[CH:3]=[CH:2][CH:7]=2)[CH2:16][CH2:17]1. The catalyst class is: 58. (9) Reactant: [N:1]1[C:5]2[CH:6]=[CH:7][CH:8]=[CH:9][C:4]=2[NH:3][C:2]=1[CH2:10][C:11]#[N:12].[F:13][CH:14]([C:20]([CH3:22])=O)[C:15](OCC)=[O:16].C([O-])(=O)C.[NH4+]. Product: [F:13][C:14]1[C:15](=[O:16])[N:3]2[C:2]([NH:1][C:5]3[CH:6]=[CH:7][CH:8]=[CH:9][C:4]=32)=[C:10]([C:11]#[N:12])[C:20]=1[CH3:22]. The catalyst class is: 6.